From a dataset of Reaction yield outcomes from USPTO patents with 853,638 reactions. Predict the reaction yield, written as a fraction of the theoretical maximum amount of product (1.0 means a 100% yield; for example, 0.34 means a 34% yield). (1) The product is [CH3:25][C:2]1([CH3:1])[O:7][C:6]2[C:8]3[C:13]([CH2:14][CH2:15][CH3:16])=[CH:12][C:11](=[O:17])[O:10][C:9]=3[CH:18]=[C:19]([OH:20])[C:5]=2[CH:4]=[CH:3]1. The yield is 0.520. The catalyst is CO. The reactants are [CH3:1][C:2]1([CH3:25])[O:7][C:6]2[C:8]3[C:13]([CH2:14][CH2:15][CH3:16])=[CH:12][C:11](=[O:17])[O:10][C:9]=3[CH:18]=[C:19]([O:20]C(=O)CC)[C:5]=2[CH:4]=[CH:3]1.C([O-])(O)=O.[Na+].O. (2) The reactants are Cl.[CH3:2][O:3][C:4]1[N:5]=[C:6]2[C:11](=[CH:12][CH:13]=1)[N:10]=[CH:9][CH:8]=[C:7]2[C:14]1[CH:15]=[CH:16][C:17]([CH2:20][CH2:21][NH2:22])=[N:18][CH:19]=1.[O:23]1[C:32]2[CH:31]=[C:30]([CH:33]=O)[N:29]=[CH:28][C:27]=2[O:26][CH2:25][CH2:24]1.[BH4-].[Na+]. The catalyst is C(Cl)Cl.CCO. The product is [O:23]1[C:32]2[CH:31]=[C:30]([CH2:33][NH:22][CH2:21][CH2:20][C:17]3[CH:16]=[CH:15][C:14]([C:7]4[C:6]5[C:11](=[CH:12][CH:13]=[C:4]([O:3][CH3:2])[N:5]=5)[N:10]=[CH:9][CH:8]=4)=[CH:19][N:18]=3)[N:29]=[CH:28][C:27]=2[O:26][CH2:25][CH2:24]1. The yield is 0.720. (3) The reactants are C([O:3][C:4](=O)[CH2:5][C:6]([C:9]1[N:10]([CH2:21][CH2:22][OH:23])[C:11]2[C:16]([CH:17]=1)=[CH:15][C:14]([N+:18]([O-:20])=[O:19])=[CH:13][CH:12]=2)([CH3:8])[CH3:7])C.CC(C[AlH]CC(C)C)C.O. The catalyst is C1COCC1. The product is [OH:23][CH2:22][CH2:21][N:10]1[C:11]2[C:16](=[CH:15][C:14]([N+:18]([O-:20])=[O:19])=[CH:13][CH:12]=2)[CH:17]=[C:9]1[C:6]([CH3:8])([CH3:7])[CH2:5][CH2:4][OH:3]. The yield is 0.490. (4) The reactants are [CH3:1][O:2][C:3]1[CH:4]=[C:5]2[C:9](=[CH:10][CH:11]=1)[NH:8][C:7](=[O:12])[C:6]2=[O:13].[H-].[Na+].[CH:16]1[CH:21]=[CH:20][C:19]([CH2:22]Br)=[CH:18][CH:17]=1.O. The catalyst is CN(C=O)C. The product is [CH2:22]([N:8]1[C:9]2[C:5](=[CH:4][C:3]([O:2][CH3:1])=[CH:11][CH:10]=2)[C:6](=[O:13])[C:7]1=[O:12])[C:19]1[CH:20]=[CH:21][CH:16]=[CH:17][CH:18]=1. The yield is 0.810. (5) The reactants are [CH:1]([C:4]1[CH:12]=[CH:11][C:10]2[NH:9][C:8]3[CH2:13][CH2:14][N:15]([CH3:17])[CH2:16][C:7]=3[C:6]=2[CH:5]=1)([CH3:3])[CH3:2].[OH-].[K+].[CH3:20][C:21]1[N:26]=[CH:25][C:24]([CH:27]=[CH2:28])=[CH:23][N:22]=1. The catalyst is CN1CCCC1=O.O. The product is [CH:1]([C:4]1[CH:12]=[CH:11][C:10]2[N:9]([CH2:28][CH2:27][C:24]3[CH:23]=[N:22][C:21]([CH3:20])=[N:26][CH:25]=3)[C:8]3[CH2:13][CH2:14][N:15]([CH3:17])[CH2:16][C:7]=3[C:6]=2[CH:5]=1)([CH3:3])[CH3:2]. The yield is 0.240. (6) The reactants are [Si:1]([O:8][C@@H:9]1[C@H:13]([CH2:14][O:15][Si:16]([C:19]([CH3:22])([CH3:21])[CH3:20])([CH3:18])[CH3:17])[CH2:12][C@@H:11]([NH:23][C:24]2[C:29]([Cl:30])=[CH:28][N:27]=[C:26]([NH2:31])[C:25]=2[N+:32]([O-])=O)[CH2:10]1)([C:4]([CH3:7])([CH3:6])[CH3:5])([CH3:3])[CH3:2].C(O)(=O)C. The catalyst is [Zn]. The product is [Si:1]([O:8][C@@H:9]1[C@H:13]([CH2:14][O:15][Si:16]([C:19]([CH3:22])([CH3:21])[CH3:20])([CH3:18])[CH3:17])[CH2:12][C@@H:11]([NH:23][C:24]2[C:29]([Cl:30])=[CH:28][N:27]=[C:26]([NH2:31])[C:25]=2[NH2:32])[CH2:10]1)([C:4]([CH3:5])([CH3:6])[CH3:7])([CH3:3])[CH3:2]. The yield is 0.900.